Dataset: Experimentally validated miRNA-target interactions with 360,000+ pairs, plus equal number of negative samples. Task: Binary Classification. Given a miRNA mature sequence and a target amino acid sequence, predict their likelihood of interaction. (1) The miRNA is hsa-let-7c-5p with sequence UGAGGUAGUAGGUUGUAUGGUU. The protein sequence of the target gene is MAPALLLIPAALASFILAFGTGVEFVRFTSLRPLLGGIPESGGPDARQGWLAALQDRSILAPLAWDLGLLLLFVGQHSLMAAERVKAWTSRYFGVLQRSLYVACTALALQLVMRYWEPIPKGPVLWEARAEPWATWVPLLCFVLHVISWLLIFSILLVFDYAELMGLKQVYYHVLGLGEPLALKSPRALRLFSHLRHPVCVELLTVLWVVPTLGTDRLLLAFLLTLYLGLAHGLDQQDLRYLRAQLQRKLHLLSRPQDGEAE. Result: 1 (interaction). (2) The miRNA is mmu-miR-452-3p with sequence UCAGUCUCAUCUGCAAAGAGGU. The protein sequence of the target gene is MSEVLPADSGVGTLAVFMASSGSTDIANRNSPATPPNTLNLRSSHNELLNAEIKHSDAKNSTPPKCRKKYALTNIQAAMGLSDPAVQPLLGNGSANIKLVKNGENQLRKAAEQGQQDPNKNLSPAAVINLTSEKLEVKDPHPQESSGCEILPSQPRRTKSFLNYYADLETSARELGQNLGPCQGVGEEKAQPGPGQAPVVIGNGDLLPQKPNKPQSSPEDGQVATVSSSPETKKDHPKTGAKTDCALHRIQNLAPSDEESSWTTLSQDSASPSSPDETDIWSDHSFQTDPDLPPGWKRVN.... Result: 0 (no interaction). (3) The miRNA is cel-miR-266 with sequence AGGCAAGACUUUGGCAAAGC. The protein sequence of the target gene is MELKVWVDGVQRIVCGVTEVTTCQEVVIALAQAIGRTGRYTLIEKWRDTERHLAPHENPIVSLNKWGQYASDVQLILRRTGPSLSERPTSDSVARIPERTLYRQSLPPLAKLRPQADKSIRRREPKRKSLTFTGGAKGLTDIFGKGKETEFRQKVLSNCRATAEELKRLIRLQTGKLQAIEKQLESSEAEIRFWEQKYSCSLEEEIVRLEQRIKRNDVEIEEEEFWENELQIEQENEKQLQDQLEEIRQKVTDCEGRLKDYLAQIHTMESGLQAEKLHREVQEAQVNEEEVKGKIEKVKG.... Result: 0 (no interaction). (4) The miRNA is mmu-miR-7008-3p with sequence UGUGCUUCUUGCCUCUUCUCAG. The protein sequence of the target gene is MNLPRAERPRSTPQRSLRDSDGEDGKIDVLGEEEDEDEVEDEEEEARQQFLEQSLQPGLQVARWGGVALPREHIEGGGGPSDPSEFGTKFRAPPRSAAASEDARQPAKPPYSYIALITMAILQNPHKRLTLSGICAFISGRFPYYRRKFPAWQNSIRHNLSLNDCFVKIPREPGHPGKGNYWSLDPASQDMFDNGSFLRRRKRFKRHQLTPGAHLPHPFPLPAAHAALHNPHPGPLLGAPAPPQPVPGAYPNTAPGRCPYALLHPHPLRYLLLSAPVYAGAPKKAEGADLATPAPFPCCS.... Result: 0 (no interaction).